From a dataset of Reaction yield outcomes from USPTO patents with 853,638 reactions. Predict the reaction yield, written as a fraction of the theoretical maximum amount of product (1.0 means a 100% yield; for example, 0.34 means a 34% yield). (1) The reactants are [CH2:1]([O:4][C:5]([NH:7][C@:8]([CH3:29])([CH2:11][CH2:12][C:13]1[O:14][C:15]([C:18]#[C:19][CH2:20][CH2:21][O:22][CH:23]2[CH2:28][CH2:27][CH2:26][CH2:25][CH2:24]2)=[CH:16][CH:17]=1)[CH2:9][OH:10])=[O:6])[CH:2]=[CH2:3].N1C=NN=N1.C(N(C(C)C)[P:39]([O:44][CH2:45][CH:46]=[CH2:47])[O:40][CH2:41][CH:42]=[CH2:43])(C)C.ClC1C=CC=C(C(OO)=[O:59])C=1.S([O-])([O-])(=O)=S.[Na+].[Na+]. The catalyst is ClCCl. The product is [P:39]([O:40][CH2:41][CH:42]=[CH2:43])([O:44][CH2:45][CH:46]=[CH2:47])([O:10][CH2:9][C@@:8]([NH:7][C:5]([O:4][CH2:1][CH:2]=[CH2:3])=[O:6])([CH3:29])[CH2:11][CH2:12][C:13]1[O:14][C:15]([C:18]#[C:19][CH2:20][CH2:21][O:22][CH:23]2[CH2:28][CH2:27][CH2:26][CH2:25][CH2:24]2)=[CH:16][CH:17]=1)=[O:59]. The yield is 0.810. (2) The reactants are [C:1]([N:4]([C:8]1[CH:17]=[C:16]2[C:11]([CH:12]=[C:13]([C:21]3[CH:26]=[C:25]([NH:27][C:28]([NH:30][C:31]4[CH:36]=[CH:35][CH:34]=[CH:33][CH:32]=4)=[O:29])[C:24]([F:37])=[CH:23][C:22]=3[F:38])[C:14](=[O:20])[N:15]2[CH2:18][CH3:19])=[CH:10][N:9]=1)C(=O)C)(=[O:3])[CH3:2].C([O-])([O-])=O.[K+].[K+].O. The catalyst is CO. The product is [C:1]([NH:4][C:8]1[CH:17]=[C:16]2[C:11]([CH:12]=[C:13]([C:21]3[C:22]([F:38])=[CH:23][C:24]([F:37])=[C:25]([NH:27][C:28]([NH:30][C:31]4[CH:32]=[CH:33][CH:34]=[CH:35][CH:36]=4)=[O:29])[CH:26]=3)[C:14](=[O:20])[N:15]2[CH2:18][CH3:19])=[CH:10][N:9]=1)(=[O:3])[CH3:2]. The yield is 0.230. (3) The reactants are [OH:1][C:2]1[CH:3]=[C:4]2[C:9](=[CH:10][CH:11]=1)[N:8]=[C:7]([C:12]1[CH:21]=[CH:20][C:15]([C:16]([NH:18][NH2:19])=[O:17])=[CH:14][CH:13]=1)[CH:6]=[CH:5]2.C1N=CN([C:27](N2C=NC=C2)=[O:28])C=1.CCOC(C)=O. The product is [OH:1][C:2]1[CH:3]=[C:4]2[C:9](=[CH:10][CH:11]=1)[N:8]=[C:7]([C:12]1[CH:13]=[CH:14][C:15]([C:16]3[O:17][C:27](=[O:28])[NH:19][N:18]=3)=[CH:20][CH:21]=1)[CH:6]=[CH:5]2. The catalyst is C(Cl)Cl. The yield is 0.110. (4) The product is [Br:29][C:12]1[CH:13]=[CH:14][C:15]2[C:16]3[N:17]=[C:18]([C:21]4[C:26]([F:27])=[CH:25][CH:24]=[CH:23][C:22]=4[Cl:28])[NH:19][C:20]=3[C:7]3[C:8](=[CH:9][C:4]([C:37]([OH:38])([CH3:30])[C:36]([F:43])([F:42])[F:35])=[CH:5][CH:6]=3)[C:10]=2[CH:11]=1. The yield is 0.530. The catalyst is C1COCC1. The reactants are C[Li].Br[C:4]1[CH:5]=[CH:6][C:7]2[C:20]3[N:19]=[C:18]([C:21]4[C:26]([F:27])=[CH:25][CH:24]=[CH:23][C:22]=4[Cl:28])[NH:17][C:16]=3[C:15]3[C:10](=[CH:11][C:12]([Br:29])=[CH:13][CH:14]=3)[C:8]=2[CH:9]=1.[CH2:30]([Li])CCC.[F:35][C:36]([F:43])([F:42])[C:37](OCC)=[O:38]. (5) The reactants are Cl.[NH:2]1[CH2:7][CH2:6][CH2:5][CH:4]([C:8]([O:10][CH2:11][CH3:12])=[O:9])[CH2:3]1.C([O-])([O-])=O.[K+].[K+].Br[CH2:20][CH2:21][Cl:22].CC(=O)OCC. The catalyst is CC(C)=O. The product is [Cl:22][CH2:21][CH2:20][N:2]1[CH2:7][CH2:6][CH2:5][CH:4]([C:8]([O:10][CH2:11][CH3:12])=[O:9])[CH2:3]1. The yield is 0.780. (6) The reactants are [CH3:1][O:2][C:3](=[O:28])[CH:4]([NH2:27])[CH2:5][NH:6][C:7]([N:9]1[CH2:26][CH2:25][C:12]2([N:16]([C:17]3[CH:22]=[CH:21][CH:20]=[CH:19][CH:18]=3)[CH2:15][N:14]([CH3:23])[C:13]2=[O:24])[CH2:11][CH2:10]1)=[O:8].C(N(CC)CC)C.[CH2:36]([O:43][C:44](Cl)=[O:45])[C:37]1[CH:42]=[CH:41][CH:40]=[CH:39][CH:38]=1.C(=O)([O-])O.[Na+]. The catalyst is ClCCl. The product is [CH3:1][O:2][C:3](=[O:28])[CH:4]([NH:27][C:44]([O:43][CH2:36][C:37]1[CH:42]=[CH:41][CH:40]=[CH:39][CH:38]=1)=[O:45])[CH2:5][NH:6][C:7]([N:9]1[CH2:10][CH2:11][C:12]2([N:16]([C:17]3[CH:22]=[CH:21][CH:20]=[CH:19][CH:18]=3)[CH2:15][N:14]([CH3:23])[C:13]2=[O:24])[CH2:25][CH2:26]1)=[O:8]. The yield is 0.730. (7) The reactants are [N+:1]([C:4]1[C:5]([C:11]2[CH:16]=[CH:15][CH:14]=[CH:13][N:12]=2)=[N:6][CH:7]=[CH:8][C:9]=1[NH2:10])([O-])=O. The catalyst is CO.[Pd]. The product is [N:6]1[CH:7]=[CH:8][C:9]([NH2:10])=[C:4]([NH2:1])[C:5]=1[C:11]1[CH:16]=[CH:15][CH:14]=[CH:13][N:12]=1. The yield is 0.746.